This data is from CYP2C19 inhibition data for predicting drug metabolism from PubChem BioAssay. The task is: Regression/Classification. Given a drug SMILES string, predict its absorption, distribution, metabolism, or excretion properties. Task type varies by dataset: regression for continuous measurements (e.g., permeability, clearance, half-life) or binary classification for categorical outcomes (e.g., BBB penetration, CYP inhibition). Dataset: cyp2c19_veith. (1) The drug is CN(C)CC/C=C1\c2ccccc2Sc2ccc(Cl)cc21. The result is 0 (non-inhibitor). (2) The drug is COc1ccc(-c2n[nH]c(C)c2-c2ccc(Cl)cc2)c(O)c1. The result is 1 (inhibitor).